From a dataset of NCI-60 drug combinations with 297,098 pairs across 59 cell lines. Regression. Given two drug SMILES strings and cell line genomic features, predict the synergy score measuring deviation from expected non-interaction effect. (1) Drug 1: C(CC(=O)O)C(=O)CN.Cl. Drug 2: N.N.Cl[Pt+2]Cl. Cell line: HCT116. Synergy scores: CSS=40.1, Synergy_ZIP=-0.103, Synergy_Bliss=-0.495, Synergy_Loewe=-5.18, Synergy_HSA=4.10. (2) Drug 2: CC1CCC2CC(C(=CC=CC=CC(CC(C(=O)C(C(C(=CC(C(=O)CC(OC(=O)C3CCCCN3C(=O)C(=O)C1(O2)O)C(C)CC4CCC(C(C4)OC)OCCO)C)C)O)OC)C)C)C)OC. Cell line: UACC62. Drug 1: CC1OCC2C(O1)C(C(C(O2)OC3C4COC(=O)C4C(C5=CC6=C(C=C35)OCO6)C7=CC(=C(C(=C7)OC)O)OC)O)O. Synergy scores: CSS=43.7, Synergy_ZIP=-0.773, Synergy_Bliss=4.11, Synergy_Loewe=6.89, Synergy_HSA=8.44. (3) Drug 1: CCN(CC)CCNC(=O)C1=C(NC(=C1C)C=C2C3=C(C=CC(=C3)F)NC2=O)C. Drug 2: CCCCC(=O)OCC(=O)C1(CC(C2=C(C1)C(=C3C(=C2O)C(=O)C4=C(C3=O)C=CC=C4OC)O)OC5CC(C(C(O5)C)O)NC(=O)C(F)(F)F)O. Cell line: TK-10. Synergy scores: CSS=37.4, Synergy_ZIP=-5.06, Synergy_Bliss=-4.04, Synergy_Loewe=-4.84, Synergy_HSA=-0.410. (4) Drug 1: C1=CC(=CC=C1CC(C(=O)O)N)N(CCCl)CCCl.Cl. Drug 2: CC1CCC2CC(C(=CC=CC=CC(CC(C(=O)C(C(C(=CC(C(=O)CC(OC(=O)C3CCCCN3C(=O)C(=O)C1(O2)O)C(C)CC4CCC(C(C4)OC)OCCO)C)C)O)OC)C)C)C)OC. Cell line: MDA-MB-231. Synergy scores: CSS=23.6, Synergy_ZIP=-3.86, Synergy_Bliss=2.11, Synergy_Loewe=2.84, Synergy_HSA=4.26. (5) Drug 1: CCC1(CC2CC(C3=C(CCN(C2)C1)C4=CC=CC=C4N3)(C5=C(C=C6C(=C5)C78CCN9C7C(C=CC9)(C(C(C8N6C)(C(=O)OC)O)OC(=O)C)CC)OC)C(=O)OC)O.OS(=O)(=O)O. Synergy scores: CSS=0.371, Synergy_ZIP=0.448, Synergy_Bliss=0.394, Synergy_Loewe=-1.89, Synergy_HSA=-1.28. Drug 2: CC12CCC3C(C1CCC2OP(=O)(O)O)CCC4=C3C=CC(=C4)OC(=O)N(CCCl)CCCl.[Na+]. Cell line: EKVX. (6) Drug 1: CC1=C2C(C(=O)C3(C(CC4C(C3C(C(C2(C)C)(CC1OC(=O)C(C(C5=CC=CC=C5)NC(=O)C6=CC=CC=C6)O)O)OC(=O)C7=CC=CC=C7)(CO4)OC(=O)C)O)C)OC(=O)C. Drug 2: CC1CCCC2(C(O2)CC(NC(=O)CC(C(C(=O)C(C1O)C)(C)C)O)C(=CC3=CSC(=N3)C)C)C. Cell line: DU-145. Synergy scores: CSS=75.2, Synergy_ZIP=3.16, Synergy_Bliss=3.01, Synergy_Loewe=-0.732, Synergy_HSA=3.88. (7) Drug 1: C1CN(CCN1C(=O)CCBr)C(=O)CCBr. Drug 2: CC12CCC3C(C1CCC2OP(=O)(O)O)CCC4=C3C=CC(=C4)OC(=O)N(CCCl)CCCl.[Na+]. Cell line: A549. Synergy scores: CSS=15.0, Synergy_ZIP=-10.9, Synergy_Bliss=-8.22, Synergy_Loewe=-12.9, Synergy_HSA=-7.59.